This data is from Full USPTO retrosynthesis dataset with 1.9M reactions from patents (1976-2016). The task is: Predict the reactants needed to synthesize the given product. (1) Given the product [NH2:10][CH2:9][C:8]1[C:7]([OH:11])=[N:6][C:5]([CH3:12])=[CH:4][C:3]=1[CH2:1][CH3:2], predict the reactants needed to synthesize it. The reactants are: [CH2:1]([C:3]1[C:8]([C:9]#[N:10])=[C:7]([OH:11])[N:6]=[C:5]([CH3:12])[CH:4]=1)[CH3:2].N. (2) Given the product [F:31][C:28]1[CH:29]=[CH:30][C:25]([C:23]2[N:24]=[C:20]([CH:17]3[CH2:18][CH2:19][N:14]([C:13]4[N:12]=[CH:11][N:10]=[C:9]([NH2:37])[C:8]=4[C:5]4[CH:6]=[CH:7][CH:2]=[C:3]([O:39][CH3:38])[CH:4]=4)[CH2:15][CH2:16]3)[N:21]([CH3:36])[CH:22]=2)=[CH:26][C:27]=1[C:32]([F:33])([F:34])[F:35], predict the reactants needed to synthesize it. The reactants are: F[C:2]1[CH:7]=[CH:6][C:5]([C:8]2[C:9]([NH2:37])=[N:10][CH:11]=[N:12][C:13]=2[N:14]2[CH2:19][CH2:18][CH:17]([C:20]3[N:21]([CH3:36])[CH:22]=[C:23]([C:25]4[CH:30]=[CH:29][C:28]([F:31])=[C:27]([C:32]([F:35])([F:34])[F:33])[CH:26]=4)[N:24]=3)[CH2:16][CH2:15]2)=[CH:4][CH:3]=1.[CH3:38][O:39]C1C=C(B(O)O)C=CC=1. (3) The reactants are: [F:1][C:2]1[CH:11]=[C:10]2[C:5]([C:6]([NH:19][C:20]3[CH:21]=[C:22]([CH:26]=[C:27]([N:29]4[CH2:34][CH2:33][O:32][CH2:31][CH2:30]4)[CH:28]=3)[C:23](O)=[O:24])=[C:7]([CH3:18])[C:8]([C:12]3[CH:17]=[CH:16][CH:15]=[CH:14][N:13]=3)=[N:9]2)=[CH:4][CH:3]=1.C(Cl)CCl.[CH2:39]([NH2:41])[CH3:40].C1COCC1. Given the product [CH2:39]([NH:41][C:23](=[O:24])[C:22]1[CH:26]=[C:27]([N:29]2[CH2:30][CH2:31][O:32][CH2:33][CH2:34]2)[CH:28]=[C:20]([NH:19][C:6]2[C:5]3[C:10](=[CH:11][C:2]([F:1])=[CH:3][CH:4]=3)[N:9]=[C:8]([C:12]3[CH:17]=[CH:16][CH:15]=[CH:14][N:13]=3)[C:7]=2[CH3:18])[CH:21]=1)[CH3:40], predict the reactants needed to synthesize it. (4) The reactants are: [CH3:1][C:2]1([CH3:12])[O:6][C@H:5]2[O:7][C@H:8]([CH:10]=[O:11])[CH2:9][C@H:4]2[O:3]1.[CH:13]1([Mg]Br)[CH2:17][CH2:16][CH2:15][CH2:14]1. Given the product [CH3:1][C:2]1([CH3:12])[O:6][C@H:5]2[O:7][C@H:8]([CH:10]([CH:13]3[CH2:17][CH2:16][CH2:15][CH2:14]3)[OH:11])[CH2:9][C@H:4]2[O:3]1, predict the reactants needed to synthesize it. (5) Given the product [CH:14]1[C:13]2[CH2:12][C:11]3[C:6](=[CH:7][CH:8]=[CH:9][CH:10]=3)[C:5]=2[CH:4]=[CH:3][CH:2]=1, predict the reactants needed to synthesize it. The reactants are: Br[C:2]1[CH:14]=[C:13]2[C:5]([C:6]3[CH:7]=[CH:8][CH:9]=[C:10](C4C([C:14]5[C:13]6[C:12](CCCCCCCC)(CCCCCCCC)[C:11]7[C:6](=[CH:7][CH:8]=[C:9](Br)[CH:10]=7)[C:5]=6[CH:4]=[CH:3][CH:2]=5)=C([SiH](C(C)(C)C)C(C)(C)C)C=CC=4)[C:11]=3[C:12]2(CCCCCCCC)CCCCCCCC)=[CH:4][CH:3]=1.C(C1(CCCCCCCC)C2C=CC=CC=2C2C1=CC=CC=2)CCCCCCC.[B].BrC1C=CC2C3C(=CC(Br)=CC=3)C(CCCCCCCC)(CCCCCCCC)C=2C=1.C(=O)([O-])[O-].[K+].[K+]. (6) Given the product [CH3:13][O:14][C:15]([C:17]1[CH:30]=[CH:29][C:20]2[C@@H:21]3[C@H:26]([CH2:27][CH2:28][C:19]=2[CH:18]=1)[N:25]([C:10]([C:8]1[CH:7]=[CH:6][C:5]2[NH:1][CH:2]=[N:3][C:4]=2[CH:9]=1)=[O:12])[CH2:24][CH2:23][CH2:22]3)=[O:16], predict the reactants needed to synthesize it. The reactants are: [NH:1]1[C:5]2[CH:6]=[CH:7][C:8]([C:10]([OH:12])=O)=[CH:9][C:4]=2[N:3]=[CH:2]1.[CH3:13][O:14][C:15]([C:17]1[CH:30]=[CH:29][C:20]2[C@@H:21]3[C@H:26]([CH2:27][CH2:28][C:19]=2[CH:18]=1)[NH:25][CH2:24][CH2:23][CH2:22]3)=[O:16].